This data is from Reaction yield outcomes from USPTO patents with 853,638 reactions. The task is: Predict the reaction yield, written as a fraction of the theoretical maximum amount of product (1.0 means a 100% yield; for example, 0.34 means a 34% yield). (1) The reactants are [CH2:1]([O:3][CH:4]([O:19][CH2:20][CH3:21])[C:5]1[CH:18]=[CH:17][C:8]([CH2:9][NH:10][CH:11]2[CH2:16][CH2:15][O:14][CH2:13][CH2:12]2)=[CH:7][CH:6]=1)[CH3:2].[C:22](O[C:22]([O:24][C:25]([CH3:28])([CH3:27])[CH3:26])=[O:23])([O:24][C:25]([CH3:28])([CH3:27])[CH3:26])=[O:23].C(O)(=O)CC(CC(O)=O)(C(O)=O)O.C([O-])(O)=O.[Na+]. The catalyst is C(Cl)Cl.CCN(CC)CC. The product is [CH2:1]([O:3][CH:4]([O:19][CH2:20][CH3:21])[C:5]1[CH:6]=[CH:7][C:8]([CH2:9][N:10]([CH:11]2[CH2:16][CH2:15][O:14][CH2:13][CH2:12]2)[C:22](=[O:23])[O:24][C:25]([CH3:28])([CH3:27])[CH3:26])=[CH:17][CH:18]=1)[CH3:2]. The yield is 0.950. (2) The reactants are [N:1]1[CH:6]=[C:5]([C@@H:7]2[CH2:12][CH2:11][CH2:10][N:8]2[CH3:9])[CH:4]=[CH:3][CH:2]=1.[Br:13][CH2:14][CH2:15][CH2:16][CH2:17][CH2:18][CH2:19][CH2:20][CH2:21][CH:22]=[CH2:23]. The catalyst is CC(O)=O. The product is [Br-:13].[CH2:23]([N+:1]1[CH:2]=[CH:3][CH:4]=[C:5]([C@@H:7]2[CH2:12][CH2:11][CH2:10][N:8]2[CH3:9])[CH:6]=1)[CH2:22][CH2:21][CH2:20][CH2:19][CH2:18][CH2:17][CH2:16][CH:15]=[CH2:14]. The yield is 0.610. (3) The reactants are [C:1]([C:5]1[CH:10]=[CH:9][C:8]([C:11]2[C:19]3[C:14](=[CH:15][CH:16]=[CH:17][CH:18]=3)[N:13]([CH2:20][C:21]3[CH:22]=[C:23]([C:27]4[CH:32]=[CH:31][C:30]([C:33]([O:35]C)=[O:34])=[CH:29][CH:28]=4)[CH:24]=[CH:25][CH:26]=3)[C:12]=2[C:37]([O:39]CC)=[O:38])=[CH:7][CH:6]=1)([CH3:4])([CH3:3])[CH3:2].[OH-].[Na+].O. The catalyst is CO.C1COCC1. The product is [C:33]([C:30]1[CH:29]=[CH:28][C:27]([C:23]2[CH:24]=[CH:25][CH:26]=[C:21]([CH2:20][N:13]3[C:14]4[C:19](=[CH:18][CH:17]=[CH:16][CH:15]=4)[C:11]([C:8]4[CH:7]=[CH:6][C:5]([C:1]([CH3:4])([CH3:2])[CH3:3])=[CH:10][CH:9]=4)=[C:12]3[C:37]([OH:39])=[O:38])[CH:22]=2)=[CH:32][CH:31]=1)([OH:35])=[O:34]. The yield is 0.480. (4) The reactants are [Cl-].[Cl-].[Cl-].[Al+3].[Cl:5][C:6]1[CH:15]=[N:14][C:13]2[C:8](=[CH:9][CH:10]=[C:11]([O:16]C)[CH:12]=2)[N:7]=1.C1(C)C=CC=CC=1.CCCCCC.C(OCC)(=O)C. The catalyst is O. The product is [Cl:5][C:6]1[CH:15]=[N:14][C:13]2[C:8](=[CH:9][CH:10]=[C:11]([OH:16])[CH:12]=2)[N:7]=1. The yield is 0.790. (5) The reactants are Cl[C:2]1[N:7]=[CH:6][N:5]=[C:4]([NH:8][CH2:9][C:10]2[CH:15]=[CH:14][C:13]([O:16][CH3:17])=[C:12]([O:18][CH:19]3[CH2:23][CH2:22][CH2:21][CH2:20]3)[CH:11]=2)[CH:3]=1.B([C:27]1[CH:38]=[CH:37][C:30]([CH2:31][C@@H:32]([C:34]([OH:36])=[O:35])[NH2:33])=[CH:29][CH:28]=1)(O)O.C(=O)([O-])[O-].[Na+].[Na+]. The catalyst is Cl[Pd](Cl)([P](C1C=CC=CC=1)(C1C=CC=CC=1)C1C=CC=CC=1)[P](C1C=CC=CC=1)(C1C=CC=CC=1)C1C=CC=CC=1.C(#N)C. The product is [NH2:33][CH:32]([CH2:31][C:30]1[CH:37]=[CH:38][C:27]([C:2]2[CH:3]=[C:4]([NH:8][CH2:9][C:10]3[CH:15]=[CH:14][C:13]([O:16][CH3:17])=[C:12]([O:18][CH:19]4[CH2:23][CH2:22][CH2:21][CH2:20]4)[CH:11]=3)[N:5]=[CH:6][N:7]=2)=[CH:28][CH:29]=1)[C:34]([OH:36])=[O:35]. The yield is 0.0600. (6) The reactants are [Br-:1].[CH3:2][N:3]([CH3:39])[C:4]1[CH:5]=[CH:6][C:7]2[C:16]([CH:17]=1)=[O+:15][C:14]1[C:9](=[CH:10][CH:11]=[C:12]([N:18]([CH3:20])[CH3:19])[CH:13]=1)[C:8]=2[C:21]1[CH:26]=[CH:25][C:24]([N+:27]([O-])=O)=[C:23]([NH2:30])[C:22]=1[C:31]([O:33][CH2:34][O:35][C:36](=[O:38])[CH3:37])=[O:32]. The catalyst is C(O)C.ClCCl.[Pd]. The product is [Br-:1].[CH3:20][N:18]([CH3:19])[C:12]1[CH:11]=[CH:10][C:9]2[C:14]([CH:13]=1)=[O+:15][C:16]1[C:7](=[CH:6][CH:5]=[C:4]([N:3]([CH3:2])[CH3:39])[CH:17]=1)[C:8]=2[C:21]1[CH:26]=[CH:25][C:24]([NH2:27])=[C:23]([NH2:30])[C:22]=1[C:31]([O:33][CH2:34][O:35][C:36](=[O:38])[CH3:37])=[O:32]. The yield is 0.509. (7) The reactants are [F:1][C:2]1[CH:3]=[C:4]([C:10]2[CH2:16][C@H:15]3[N:12]([C:13](=[O:20])[C@@H:14]3[C@H:17]([OH:19])[CH3:18])[C:11]=2[C:21]([O-:23])=[O:22])[CH:5]=[CH:6][C:7]=1[O:8][CH3:9].[Na+].[C:25]([O:31][CH2:32]I)(=[O:30])[C:26]([CH3:29])([CH3:28])[CH3:27].C(OCC)C. The catalyst is CN(C=O)C. The product is [F:1][C:2]1[CH:3]=[C:4]([C:10]2[CH2:16][C@H:15]3[N:12]([C:13](=[O:20])[C@@H:14]3[C@H:17]([OH:19])[CH3:18])[C:11]=2[C:21]([O:23][CH2:32][O:31][C:25](=[O:30])[C:26]([CH3:29])([CH3:28])[CH3:27])=[O:22])[CH:5]=[CH:6][C:7]=1[O:8][CH3:9]. The yield is 0.550. (8) The reactants are [AlH4-].[Li+].[Br:3][C:4]1[CH:20]=[CH:19][C:7]2[C:8]3[N:9]=[C:10]([C:16](O)=[O:17])[S:11][C:12]=3[CH2:13][CH2:14][O:15][C:6]=2[CH:5]=1. The catalyst is O1CCCC1. The product is [Br:3][C:4]1[CH:20]=[CH:19][C:7]2[C:8]3[N:9]=[C:10]([CH2:16][OH:17])[S:11][C:12]=3[CH2:13][CH2:14][O:15][C:6]=2[CH:5]=1. The yield is 0.630.